From a dataset of Reaction yield outcomes from USPTO patents with 853,638 reactions. Predict the reaction yield, written as a fraction of the theoretical maximum amount of product (1.0 means a 100% yield; for example, 0.34 means a 34% yield). (1) The reactants are Br[C:2]1[CH:9]=[N:8][CH:7]=[C:6]([N:10]2[CH:22]=[CH:21][N:13]3[C:14]4[CH2:15][CH2:16][CH2:17][CH2:18][C:19]=4[CH:20]=[C:12]3[C:11]2=[O:23])[C:3]=1[CH:4]=[O:5].[CH3:24][N:25]1[CH:30]=[C:29](B2OC(C)(C)C(C)(C)O2)[CH:28]=[C:27]([NH:40][C:41]2[CH:46]=[CH:45][C:44]([N:47]3[CH2:52][CH2:51][N:50]([CH:53]4[CH2:56][O:55][CH2:54]4)[CH2:49][CH2:48]3)=[CH:43][N:42]=2)[C:26]1=[O:57].[O-]P([O-])([O-])=O.[K+].[K+].[K+].CC([O-])=O.[Na+]. The catalyst is CC#N.O.C1C=CC(P(C2C=CC=CC=2)[C-]2C=CC=C2)=CC=1.C1C=CC(P(C2C=CC=CC=2)[C-]2C=CC=C2)=CC=1.Cl[Pd]Cl.[Fe+2]. The product is [CH3:24][N:25]1[C:26](=[O:57])[C:27]([NH:40][C:41]2[CH:46]=[CH:45][C:44]([N:47]3[CH2:52][CH2:51][N:50]([CH:53]4[CH2:54][O:55][CH2:56]4)[CH2:49][CH2:48]3)=[CH:43][N:42]=2)=[CH:28][C:29]([C:2]2[CH:9]=[N:8][CH:7]=[C:6]([N:10]3[CH:22]=[CH:21][N:13]4[C:14]5[CH2:15][CH2:16][CH2:17][CH2:18][C:19]=5[CH:20]=[C:12]4[C:11]3=[O:23])[C:3]=2[CH:4]=[O:5])=[CH:30]1. The yield is 0.480. (2) The reactants are CCN(C(C)C)C(C)C.[C:10]1([CH2:16][CH2:17][CH2:18][N:19]2[CH2:24][CH2:23][CH:22]([C:25]([OH:27])=O)[CH2:21][CH2:20]2)[CH:15]=[CH:14][CH:13]=[CH:12][CH:11]=1.C1C=CC2N(O)N=NC=2C=1.CCN=C=NCCCN(C)C.FC(F)(F)C(O)=O.[NH2:56][CH2:57][C:58]([N:60]1[CH2:65][CH2:64][N:63]([C:66](=[O:77])[C:67]2[CH:72]=[CH:71][CH:70]=[CH:69][C:68]=2[C:73]([F:76])([F:75])[F:74])[CH2:62][CH2:61]1)=[O:59]. The catalyst is CN(C=O)C.O. The product is [O:59]=[C:58]([N:60]1[CH2:61][CH2:62][N:63]([C:66](=[O:77])[C:67]2[CH:72]=[CH:71][CH:70]=[CH:69][C:68]=2[C:73]([F:76])([F:75])[F:74])[CH2:64][CH2:65]1)[CH2:57][NH:56][C:25]([CH:22]1[CH2:21][CH2:20][N:19]([CH2:18][CH2:17][CH2:16][C:10]2[CH:11]=[CH:12][CH:13]=[CH:14][CH:15]=2)[CH2:24][CH2:23]1)=[O:27]. The yield is 0.572. (3) The reactants are [O:1]=[C:2]1[CH:6]=[CH:5][C:4](=[O:7])[N:3]1[CH2:8][CH2:9][C:10]([NH:12][CH2:13][CH2:14][O:15][CH2:16][CH2:17][O:18][CH2:19][CH2:20][O:21][CH2:22][CH2:23][O:24][CH2:25][CH2:26][C:27]([NH:29][CH2:30][CH2:31][C:32]1[C:40]2[C:35](=[CH:36][CH:37]=[C:38]([O:41][CH3:42])[CH:39]=2)[NH:34][CH:33]=1)=[O:28])=[O:11].[NH2:43][C@@H:44]([CH2:48][SH:49])[C:45]([OH:47])=[O:46]. The catalyst is CN(C)C=O. The product is [NH2:43][C@@H:44]([CH2:48][S:49][CH:6]1[CH2:5][C:4](=[O:7])[N:3]([CH2:8][CH2:9][C:10](=[O:11])[NH:12][CH2:13][CH2:14][O:15][CH2:16][CH2:17][O:18][CH2:19][CH2:20][O:21][CH2:22][CH2:23][O:24][CH2:25][CH2:26][C:27](=[O:28])[NH:29][CH2:30][CH2:31][C:32]2[C:40]3[C:35](=[CH:36][CH:37]=[C:38]([O:41][CH3:42])[CH:39]=3)[NH:34][CH:33]=2)[C:2]1=[O:1])[C:45]([OH:47])=[O:46]. The yield is 0.214. (4) The reactants are Br[C:2]1[CH:7]=[CH:6][C:5]([C@H:8]2[CH2:25][C@@:23]3([CH3:24])[C@@H:19]([CH2:20][C@@H:21]([CH3:31])[C@@H:22]3[C:26]([CH:28]3[CH2:30][CH2:29]3)=[O:27])[C@H:18]3[C:9]2=[C:10]2[C:15]([CH2:16][CH2:17]3)=[CH:14][C:13](=[O:32])[CH2:12][CH2:11]2)=[CH:4][CH:3]=1.C([Sn](CCCC)(CCCC)[C:38]1[CH:43]=[N:42][CH:41]=[CH:40][N:39]=1)CCC. No catalyst specified. The product is [CH:28]1([C:26]([C@H:22]2[C@H:21]([CH3:31])[CH2:20][C@H:19]3[C@H:18]4[C:9]([C@@H:8]([C:5]5[CH:6]=[CH:7][C:2]([C:38]6[CH:43]=[N:42][CH:41]=[CH:40][N:39]=6)=[CH:3][CH:4]=5)[CH2:25][C@:23]23[CH3:24])=[C:10]2[C:15](=[CH:14][C:13](=[O:32])[CH2:12][CH2:11]2)[CH2:16][CH2:17]4)=[O:27])[CH2:29][CH2:30]1. The yield is 0.350. (5) The reactants are [Br:1][C:2]1[CH:3]=[C:4]([N:8]2[C:16]3[C:11](=[CH:12][C:13]([CH2:17]Cl)=[CH:14][CH:15]=3)[C:10]([C:19]([O:21][CH3:22])=[O:20])=[N:9]2)[CH:5]=[CH:6][CH:7]=1.[C-:23]#[N:24].[Na+]. The catalyst is [I-].C([N+](CCCC)(CCCC)CCCC)CCC.ClCCl.O. The product is [Br:1][C:2]1[CH:3]=[C:4]([N:8]2[C:16]3[C:11](=[CH:12][C:13]([CH2:17][C:23]#[N:24])=[CH:14][CH:15]=3)[C:10]([C:19]([O:21][CH3:22])=[O:20])=[N:9]2)[CH:5]=[CH:6][CH:7]=1. The yield is 0.970. (6) The reactants are Cl[CH2:2][CH2:3][CH2:4][C:5]1[C:6](F)=[N:7][CH:8]=[CH:9][C:10]=1[I:11].[Cl:13][C:14]1[CH:15]=[CH:16][C:17]([O:22][CH2:23][C:24]2[CH:29]=[CH:28][C:27]([F:30])=[CH:26][C:25]=2[F:31])=[C:18]([CH2:20][NH2:21])[CH:19]=1.C([O-])([O-])=O.[K+].[K+]. The yield is 0.710. The catalyst is CN(C=O)C. The product is [Cl:13][C:14]1[CH:15]=[CH:16][C:17]([O:22][CH2:23][C:24]2[CH:29]=[CH:28][C:27]([F:30])=[CH:26][C:25]=2[F:31])=[C:18]([CH:19]=1)[CH2:20][N:21]1[C:6]2[C:5](=[C:10]([I:11])[CH:9]=[CH:8][N:7]=2)[CH2:4][CH2:3][CH2:2]1. (7) The reactants are [H-].[Na+].[Br:3][C:4]1[CH:12]=[CH:11][CH:10]=[C:9]2[C:5]=1[CH:6]=[CH:7][NH:8]2.Br[CH2:14][CH2:15][CH2:16][CH2:17][CH3:18]. The catalyst is CN(C)C=O. The product is [Br:3][C:4]1[CH:12]=[CH:11][CH:10]=[C:9]2[C:5]=1[CH:6]=[CH:7][N:8]2[CH2:14][CH2:15][CH2:16][CH2:17][CH3:18]. The yield is 0.980.